This data is from Reaction yield outcomes from USPTO patents with 853,638 reactions. The task is: Predict the reaction yield, written as a fraction of the theoretical maximum amount of product (1.0 means a 100% yield; for example, 0.34 means a 34% yield). (1) The reactants are [C:1]([O:5][C:6]([N:8]1[CH2:12][CH2:11][CH:10]([C:13]2[N:14]([CH3:29])[C:15]3[C:20]([N:21]=2)=[C:19]([N:22]2[CH2:27][CH2:26][O:25][CH2:24][CH2:23]2)[N:18]=[C:17](Cl)[N:16]=3)[CH2:9]1)=[O:7])([CH3:4])([CH3:3])[CH3:2].[CH2:30]([C:32]1[NH:33][C:34]2[CH:40]=[CH:39][CH:38]=[CH:37][C:35]=2[N:36]=1)[CH3:31].CC(C1C=C(C(C)C)C(C2C=CC=CC=2P(C2CCCCC2)C2CCCCC2)=C(C(C)C)C=1)C.C([O-])([O-])=O.[Cs+].[Cs+]. The catalyst is O1CCOCC1.C1C=CC(/C=C/C(/C=C/C2C=CC=CC=2)=O)=CC=1.C1C=CC(/C=C/C(/C=C/C2C=CC=CC=2)=O)=CC=1.C1C=CC(/C=C/C(/C=C/C2C=CC=CC=2)=O)=CC=1.[Pd].[Pd]. The product is [CH2:30]([C:32]1[N:33]([C:17]2[N:16]=[C:15]3[C:20]([N:21]=[C:13]([CH:10]4[CH2:11][CH2:12][N:8]([C:6]([O:5][C:1]([CH3:4])([CH3:3])[CH3:2])=[O:7])[CH2:9]4)[N:14]3[CH3:29])=[C:19]([N:22]3[CH2:27][CH2:26][O:25][CH2:24][CH2:23]3)[N:18]=2)[C:34]2[CH:40]=[CH:39][CH:38]=[CH:37][C:35]=2[N:36]=1)[CH3:31]. The yield is 0.670. (2) The reactants are [C:1]([C:4]1[CH:5]=[CH:6][C:7]([C:22]2[CH:27]=[CH:26][CH:25]=[C:24]([NH:28][C:29](=[O:37])[C:30]3[CH:35]=[CH:34][C:33]([F:36])=[CH:32][CH:31]=3)[C:23]=2[CH3:38])=[C:8]2[C:16]=1[NH:15][C:14]1[CH:13]=[C:12]([C:17]([O:19]CC)=[O:18])[CH:11]=[CH:10][C:9]2=1)(=[O:3])[NH2:2].[OH-].[Na+].Cl. The catalyst is C(O)C. The product is [C:1]([C:4]1[CH:5]=[CH:6][C:7]([C:22]2[CH:27]=[CH:26][CH:25]=[C:24]([NH:28][C:29](=[O:37])[C:30]3[CH:31]=[CH:32][C:33]([F:36])=[CH:34][CH:35]=3)[C:23]=2[CH3:38])=[C:8]2[C:16]=1[NH:15][C:14]1[CH:13]=[C:12]([C:17]([OH:19])=[O:18])[CH:11]=[CH:10][C:9]2=1)(=[O:3])[NH2:2]. The yield is 0.920. (3) The reactants are Cl[C:2]1[C:7]([N+:8]([O-])=O)=[CH:6][CH:5]=[C:4]([CH3:11])[N:3]=1.[CH3:12][NH2:13].[H][H]. The catalyst is CO.[Pd]. The product is [CH3:11][C:4]1[N:3]=[C:2]([NH:13][CH3:12])[C:7]([NH2:8])=[CH:6][CH:5]=1. The yield is 0.830. (4) The reactants are [Cl:1][C:2]1[C:3]([C:8]2[CH:9]=[C:10]3[C:14](=[CH:15][CH:16]=2)[NH:13][N:12]=[C:11]3[NH:17][C:18]2[S:19][C:20]([CH2:23][C:24](OCC)=[O:25])=[CH:21][N:22]=2)=[N:4][CH:5]=[CH:6][CH:7]=1.[BH4-].[Li+].Cl.C(=O)([O-])O.[Na+]. The catalyst is O1CCCC1. The product is [Cl:1][C:2]1[C:3]([C:8]2[CH:9]=[C:10]3[C:14](=[CH:15][CH:16]=2)[NH:13][N:12]=[C:11]3[NH:17][C:18]2[S:19][C:20]([CH2:23][CH2:24][OH:25])=[CH:21][N:22]=2)=[N:4][CH:5]=[CH:6][CH:7]=1. The yield is 0.570.